Dataset: NCI-60 drug combinations with 297,098 pairs across 59 cell lines. Task: Regression. Given two drug SMILES strings and cell line genomic features, predict the synergy score measuring deviation from expected non-interaction effect. (1) Drug 1: N.N.Cl[Pt+2]Cl. Drug 2: CC1C(C(CC(O1)OC2CC(CC3=C2C(=C4C(=C3O)C(=O)C5=CC=CC=C5C4=O)O)(C(=O)C)O)N)O. Cell line: RPMI-8226. Synergy scores: CSS=39.3, Synergy_ZIP=1.86, Synergy_Bliss=0.653, Synergy_Loewe=-47.0, Synergy_HSA=0.186. (2) Drug 1: CC1=C2C(C(=O)C3(C(CC4C(C3C(C(C2(C)C)(CC1OC(=O)C(C(C5=CC=CC=C5)NC(=O)C6=CC=CC=C6)O)O)OC(=O)C7=CC=CC=C7)(CO4)OC(=O)C)O)C)OC(=O)C. Drug 2: C1C(C(OC1N2C=NC3=C2NC=NCC3O)CO)O. Cell line: HCT116. Synergy scores: CSS=67.1, Synergy_ZIP=1.01, Synergy_Bliss=1.67, Synergy_Loewe=-25.7, Synergy_HSA=2.84. (3) Drug 1: CC(C)(C#N)C1=CC(=CC(=C1)CN2C=NC=N2)C(C)(C)C#N. Drug 2: C1C(C(OC1N2C=NC3=C2NC=NCC3O)CO)O. Cell line: SF-295. Synergy scores: CSS=5.73, Synergy_ZIP=-1.35, Synergy_Bliss=2.61, Synergy_Loewe=1.94, Synergy_HSA=2.12. (4) Drug 1: C1=CC=C(C(=C1)C(C2=CC=C(C=C2)Cl)C(Cl)Cl)Cl. Drug 2: C1C(C(OC1N2C=NC(=NC2=O)N)CO)O. Cell line: RXF 393. Synergy scores: CSS=-0.230, Synergy_ZIP=-1.58, Synergy_Bliss=-0.254, Synergy_Loewe=-4.37, Synergy_HSA=-1.68. (5) Drug 1: COC1=CC(=CC(=C1O)OC)C2C3C(COC3=O)C(C4=CC5=C(C=C24)OCO5)OC6C(C(C7C(O6)COC(O7)C8=CC=CS8)O)O. Drug 2: CC1=CC=C(C=C1)C2=CC(=NN2C3=CC=C(C=C3)S(=O)(=O)N)C(F)(F)F. Cell line: HCC-2998. Synergy scores: CSS=30.6, Synergy_ZIP=-1.27, Synergy_Bliss=-1.23, Synergy_Loewe=-23.2, Synergy_HSA=-0.00195. (6) Drug 1: CC=C1C(=O)NC(C(=O)OC2CC(=O)NC(C(=O)NC(CSSCCC=C2)C(=O)N1)C(C)C)C(C)C. Drug 2: C(CC(=O)O)C(=O)CN.Cl. Cell line: A498. Synergy scores: CSS=37.2, Synergy_ZIP=-3.98, Synergy_Bliss=1.47, Synergy_Loewe=-33.1, Synergy_HSA=2.57. (7) Drug 1: C(=O)(N)NO. Drug 2: CC(C)CN1C=NC2=C1C3=CC=CC=C3N=C2N. Cell line: HOP-92. Synergy scores: CSS=-2.85, Synergy_ZIP=0.362, Synergy_Bliss=-1.12, Synergy_Loewe=-1.53, Synergy_HSA=-1.57.